Predict the product of the given reaction. From a dataset of Forward reaction prediction with 1.9M reactions from USPTO patents (1976-2016). (1) Given the reactants CO[CH:3]([C:12]1[CH:17]=[CH:16][C:15]([N:18]([CH3:20])[CH3:19])=[CH:14][CH:13]=1)[CH2:4][CH:5]=[CH:6][CH:7]=[CH:8]C(O)=O.[C:21]([N:28]1C=CN=C1)(N1C=CN=C1)=[O:22].[Si](N[OH:41])(C(C)(C)C)(C)C.[C:42](OCC)(=[O:44])C, predict the reaction product. The product is: [OH:41][NH:28][C:21](=[O:22])[C:3]([C:12]1[CH:13]=[CH:14][C:15]([N:18]([CH3:19])[CH3:20])=[CH:16][CH:17]=1)=[CH:4][CH:5]=[CH:6][CH2:7][CH2:8][O:44][CH3:42]. (2) The product is: [CH3:1][CH:2]1[C:8]2=[C:9]3[C:13](=[CH:14][CH:15]=[C:7]2[O:6][CH2:5][CH2:4][N:3]1[C:25]([O:27][C:28]([CH3:29])([CH3:31])[CH3:30])=[O:26])[NH:12][CH:11]=[CH:10]3. Given the reactants [CH3:1][CH:2]1[C:8]2=[C:9]3[C:13](=[CH:14][CH:15]=[C:7]2[O:6][CH2:5][CH2:4][N:3]1[C:25]([O:27][C:28]([CH3:31])([CH3:30])[CH3:29])=[O:26])[N:12](S(C1C=CC=CC=1)(=O)=O)[CH:11]=[CH:10]3.[OH-].[Na+], predict the reaction product. (3) The product is: [Cl:17][C:8]1[N:9]=[C:10]([N:11]2[CH2:16][CH2:15][O:14][CH2:13][CH2:12]2)[C:5]2[S:4][CH:3]=[C:2]([C:26]3[CH:25]=[CH:24][CH:23]=[C:22]([S:19]([CH3:18])(=[O:21])=[O:20])[CH:27]=3)[C:6]=2[N:7]=1. Given the reactants Br[C:2]1[C:6]2[N:7]=[C:8]([Cl:17])[N:9]=[C:10]([N:11]3[CH2:16][CH2:15][O:14][CH2:13][CH2:12]3)[C:5]=2[S:4][CH:3]=1.[CH3:18][S:19]([C:22]1[CH:23]=[C:24](B2OC(C)(C)C(C)(C)O2)[CH:25]=[CH:26][CH:27]=1)(=[O:21])=[O:20], predict the reaction product. (4) Given the reactants [C:1]([Si:5]([CH3:26])([CH3:25])[O:6][C:7]1[CH:16]=[C:15]2[C:10]([C:11]([CH2:21][CH2:22][O:23]C)=[C:12]([CH2:18]OC)[C:13](=[O:17])[O:14]2)=[CH:9][CH:8]=1)([CH3:4])([CH3:3])[CH3:2].[C:27]([Si:31]([CH3:49])([CH3:48])[O:32][C:33]1[CH:42]=[C:41]2[C:36]([C:37]([CH2:44][CH2:45][O:46][CH3:47])=[CH:38][C:39](=[O:43])[O:40]2)=[CH:35][CH:34]=1)([CH3:30])([CH3:29])[CH3:28].B(Br)(Br)[Br:51], predict the reaction product. The product is: [Br:51][CH2:18][C:12]1[C:13](=[O:17])[O:14][C:15]2[C:10]([C:11]=1[CH2:21][CH2:22][OH:23])=[CH:9][CH:8]=[C:7]([O:6][Si:5]([C:1]([CH3:4])([CH3:3])[CH3:2])([CH3:26])[CH3:25])[CH:16]=2.[C:27]([Si:31]([CH3:48])([CH3:49])[O:32][C:33]1[CH:42]=[C:41]2[C:36]([C:37]([CH2:44][CH2:45][O:46][CH3:47])=[CH:38][C:39](=[O:43])[O:40]2)=[CH:35][CH:34]=1)([CH3:30])([CH3:29])[CH3:28]. (5) The product is: [F:16][CH:10]1[CH:11]([OH:15])[CH:12]([F:14])[CH2:13][NH:8][CH2:9]1. Given the reactants C(OC([N:8]1[CH2:13][CH:12]([F:14])[CH:11]([OH:15])[CH:10]([F:16])[CH2:9]1)=O)(C)(C)C, predict the reaction product. (6) Given the reactants C([N:5]([CH2:9][CH2:10][O:11][NH:12][C:13]([C@@H:15]1[CH2:21][CH2:20][C@@H:19]2[CH2:22][N:16]1[C:17](=[O:28])[N:18]2[O:23][S:24]([OH:27])(=[O:26])=[O:25])=[O:14])C(=O)[O-])(C)(C)C.C([N+](CCCC)(CCCC)CCCC)CCC.FC(F)(F)C(O)=O.C(OC(C)C)(C)C, predict the reaction product. The product is: [NH2:5][CH2:9][CH2:10][O:11][NH:12][C:13]([C@@H:15]1[CH2:21][CH2:20][C@@H:19]2[CH2:22][N:16]1[C:17](=[O:28])[N:18]2[O:23][S:24]([OH:27])(=[O:26])=[O:25])=[O:14]. (7) The product is: [Cl:1][C:2]1[CH:3]=[C:4]([C:9]2[CH2:13][CH2:12][C@:11]([C:18]3[CH:23]=[CH:22][CH:21]=[C:20]([F:24])[C:19]=3[CH3:25])([C:14]([OH:16])=[O:15])[CH:10]=2)[C:5]([CH3:8])=[N:6][CH:7]=1. Given the reactants [Cl:1][C:2]1[CH:3]=[C:4]([C:9]2[CH2:13][CH2:12][C@:11]([C:18]3[CH:23]=[CH:22][CH:21]=[C:20]([F:24])[C:19]=3[CH3:25])([C:14]([O:16]C)=[O:15])[CH:10]=2)[C:5]([CH3:8])=[N:6][CH:7]=1.[OH-].[Na+], predict the reaction product.